This data is from NCI-60 drug combinations with 297,098 pairs across 59 cell lines. The task is: Regression. Given two drug SMILES strings and cell line genomic features, predict the synergy score measuring deviation from expected non-interaction effect. (1) Drug 1: C1=NC2=C(N=C(N=C2N1C3C(C(C(O3)CO)O)O)F)N. Drug 2: CN(C(=O)NC(C=O)C(C(C(CO)O)O)O)N=O. Cell line: 786-0. Synergy scores: CSS=-3.71, Synergy_ZIP=1.28, Synergy_Bliss=0.386, Synergy_Loewe=-3.94, Synergy_HSA=-3.86. (2) Drug 1: C1CC(C1)(C(=O)O)C(=O)O.[NH2-].[NH2-].[Pt+2]. Drug 2: CC12CCC3C(C1CCC2OP(=O)(O)O)CCC4=C3C=CC(=C4)OC(=O)N(CCCl)CCCl.[Na+]. Cell line: SF-539. Synergy scores: CSS=3.23, Synergy_ZIP=1.67, Synergy_Bliss=3.34, Synergy_Loewe=4.16, Synergy_HSA=4.84. (3) Drug 1: COC1=NC(=NC2=C1N=CN2C3C(C(C(O3)CO)O)O)N. Drug 2: C1CN1C2=NC(=NC(=N2)N3CC3)N4CC4. Cell line: IGROV1. Synergy scores: CSS=17.6, Synergy_ZIP=7.98, Synergy_Bliss=2.03, Synergy_Loewe=-10.3, Synergy_HSA=0.0600. (4) Drug 1: C1=CC(=CC=C1CCCC(=O)O)N(CCCl)CCCl. Drug 2: CS(=O)(=O)CCNCC1=CC=C(O1)C2=CC3=C(C=C2)N=CN=C3NC4=CC(=C(C=C4)OCC5=CC(=CC=C5)F)Cl. Cell line: SF-268. Synergy scores: CSS=28.5, Synergy_ZIP=-9.70, Synergy_Bliss=-4.84, Synergy_Loewe=-7.27, Synergy_HSA=-7.00. (5) Drug 1: C1=CN(C(=O)N=C1N)C2C(C(C(O2)CO)O)O.Cl. Drug 2: CC1=C(C(=O)C2=C(C1=O)N3CC4C(C3(C2COC(=O)N)OC)N4)N. Cell line: HS 578T. Synergy scores: CSS=24.5, Synergy_ZIP=-11.3, Synergy_Bliss=-10.6, Synergy_Loewe=-6.81, Synergy_HSA=-4.16. (6) Drug 2: CCCS(=O)(=O)NC1=C(C(=C(C=C1)F)C(=O)C2=CNC3=C2C=C(C=N3)C4=CC=C(C=C4)Cl)F. Synergy scores: CSS=53.1, Synergy_ZIP=3.43, Synergy_Bliss=6.79, Synergy_Loewe=-3.67, Synergy_HSA=-1.82. Drug 1: CC12CCC3C(C1CCC2=O)CC(=C)C4=CC(=O)C=CC34C. Cell line: HL-60(TB). (7) Drug 1: CC(CN1CC(=O)NC(=O)C1)N2CC(=O)NC(=O)C2. Drug 2: COC1=NC(=NC2=C1N=CN2C3C(C(C(O3)CO)O)O)N. Cell line: PC-3. Synergy scores: CSS=11.7, Synergy_ZIP=-5.50, Synergy_Bliss=1.11, Synergy_Loewe=-0.119, Synergy_HSA=1.83.